Predict the product of the given reaction. From a dataset of Forward reaction prediction with 1.9M reactions from USPTO patents (1976-2016). (1) Given the reactants [CH3:1][S:2]([NH:5][C:6]1[C:14]2[C:9](=[CH:10][CH:11]=[C:12]([N+:15]([O-])=O)[CH:13]=2)[NH:8][N:7]=1)(=[O:4])=[O:3].C(O)C.N, predict the reaction product. The product is: [NH2:15][C:12]1[CH:13]=[C:14]2[C:9](=[CH:10][CH:11]=1)[NH:8][N:7]=[C:6]2[NH:5][S:2]([CH3:1])(=[O:4])=[O:3]. (2) Given the reactants [CH3:1][C:2]1[CH:3]=[C:4]([C:12](=O)[CH2:13][C:14](=O)[C:15]([F:18])([F:17])[F:16])[CH:5]=[CH:6][C:7]=1[C:8]([F:11])([F:10])[F:9].[NH2:21][C:22]1[C:26]([C:27]2[CH:32]=[C:31]([CH3:33])[N:30]=[C:29]([CH3:34])[CH:28]=2)=[CH:25][NH:24][N:23]=1, predict the reaction product. The product is: [CH3:1][C:2]1[CH:3]=[C:4]([C:12]2[CH:13]=[C:14]([C:15]([F:18])([F:17])[F:16])[N:23]3[N:24]=[CH:25][C:26]([C:27]4[CH:32]=[C:31]([CH3:33])[N:30]=[C:29]([CH3:34])[CH:28]=4)=[C:22]3[N:21]=2)[CH:5]=[CH:6][C:7]=1[C:8]([F:11])([F:10])[F:9]. (3) Given the reactants C1C(=O)N([Cl:8])C(=O)C1.[C:9]([Si:13]([CH3:23])([CH3:22])[O:14][CH2:15][CH2:16][C:17]1[S:18][CH:19]=[CH:20][CH:21]=1)([CH3:12])([CH3:11])[CH3:10], predict the reaction product. The product is: [C:9]([Si:13]([O:14][CH2:15][CH2:16][C:17]1[S:18][C:19]([Cl:8])=[CH:20][CH:21]=1)([CH3:23])[CH3:22])([CH3:10])([CH3:12])[CH3:11].